From a dataset of HIV replication inhibition screening data with 41,000+ compounds from the AIDS Antiviral Screen. Binary Classification. Given a drug SMILES string, predict its activity (active/inactive) in a high-throughput screening assay against a specified biological target. The compound is COc1cc2cccc(N=Cc3cccc(OC)c3OC(C)C)c2cc1OC. The result is 0 (inactive).